This data is from NCI-60 drug combinations with 297,098 pairs across 59 cell lines. The task is: Regression. Given two drug SMILES strings and cell line genomic features, predict the synergy score measuring deviation from expected non-interaction effect. (1) Drug 1: CC1=C(C(CCC1)(C)C)C=CC(=CC=CC(=CC(=O)O)C)C. Drug 2: C1CC(=O)NC(=O)C1N2C(=O)C3=CC=CC=C3C2=O. Cell line: NCI-H226. Synergy scores: CSS=2.08, Synergy_ZIP=5.43, Synergy_Bliss=0.835, Synergy_Loewe=-0.00621, Synergy_HSA=0.275. (2) Drug 1: C1=CC=C(C(=C1)C(C2=CC=C(C=C2)Cl)C(Cl)Cl)Cl. Drug 2: CC1CCCC2(C(O2)CC(NC(=O)CC(C(C(=O)C(C1O)C)(C)C)O)C(=CC3=CSC(=N3)C)C)C. Cell line: HCC-2998. Synergy scores: CSS=48.1, Synergy_ZIP=4.95, Synergy_Bliss=1.72, Synergy_Loewe=-28.5, Synergy_HSA=2.98. (3) Drug 1: CC(CN1CC(=O)NC(=O)C1)N2CC(=O)NC(=O)C2. Drug 2: C1CCC(C(C1)N)N.C(=O)(C(=O)[O-])[O-].[Pt+4]. Cell line: NCI-H226. Synergy scores: CSS=13.9, Synergy_ZIP=-3.27, Synergy_Bliss=1.35, Synergy_Loewe=1.89, Synergy_HSA=3.02. (4) Drug 1: CCCS(=O)(=O)NC1=C(C(=C(C=C1)F)C(=O)C2=CNC3=C2C=C(C=N3)C4=CC=C(C=C4)Cl)F. Drug 2: C1=CC(=C2C(=C1NCCNCCO)C(=O)C3=C(C=CC(=C3C2=O)O)O)NCCNCCO. Cell line: SW-620. Synergy scores: CSS=44.9, Synergy_ZIP=19.0, Synergy_Bliss=12.2, Synergy_Loewe=-28.8, Synergy_HSA=0.194. (5) Drug 1: C1=NC(=NC(=O)N1C2C(C(C(O2)CO)O)O)N. Drug 2: CC1CCC2CC(C(=CC=CC=CC(CC(C(=O)C(C(C(=CC(C(=O)CC(OC(=O)C3CCCCN3C(=O)C(=O)C1(O2)O)C(C)CC4CCC(C(C4)OC)OCCO)C)C)O)OC)C)C)C)OC. Cell line: TK-10. Synergy scores: CSS=21.7, Synergy_ZIP=-5.20, Synergy_Bliss=-0.403, Synergy_Loewe=-7.97, Synergy_HSA=1.56.